From a dataset of Forward reaction prediction with 1.9M reactions from USPTO patents (1976-2016). Predict the product of the given reaction. (1) Given the reactants Br[C:2]1[CH:8]=[CH:7][C:5]([NH2:6])=[C:4]([F:9])[CH:3]=1.[F:10][C:11]([F:23])([F:22])[O:12][C:13]1[CH:14]=[C:15](B(O)O)[CH:16]=[CH:17][CH:18]=1, predict the reaction product. The product is: [F:9][C:4]1[CH:3]=[C:2]([C:15]2[CH:16]=[CH:17][CH:18]=[C:13]([O:12][C:11]([F:10])([F:22])[F:23])[CH:14]=2)[CH:8]=[CH:7][C:5]=1[NH2:6]. (2) The product is: [Cl:1][C:2]1[CH:10]=[C:9]2[C:5]([C:6](=[CH:18][C:17]3[CH:20]=[C:13]([Cl:12])[CH:14]=[CH:15][C:16]=3[F:21])[C:7](=[O:11])[NH:8]2)=[CH:4][CH:3]=1. Given the reactants [Cl:1][C:2]1[CH:10]=[C:9]2[C:5]([CH2:6][C:7](=[O:11])[NH:8]2)=[CH:4][CH:3]=1.[Cl:12][C:13]1[CH:14]=[CH:15][C:16]([F:21])=[C:17]([CH:20]=1)[CH:18]=O, predict the reaction product. (3) Given the reactants [CH3:1][O:2][C:3]([C:5]1[CH:10]=[CH:9][C:8]([C:11]2[CH:16]=[CH:15][C:14]([CH:17]([CH3:38])[C:18]([C:24]3[CH:25]=[CH:26][C:27]4[O:32][CH2:31][C:30](=[O:33])[N:29](CC=C)[C:28]=4[CH:37]=3)([OH:23])[C:19]([F:22])([F:21])[F:20])=[C:13]([Cl:39])[CH:12]=2)=[CH:7][C:6]=1[F:40])=[O:4], predict the reaction product. The product is: [CH3:1][O:2][C:3]([C:5]1[CH:10]=[CH:9][C:8]([C:11]2[CH:16]=[CH:15][C:14]([CH:17]([CH3:38])[C:18]([OH:23])([C:24]3[CH:25]=[CH:26][C:27]4[O:32][CH2:31][C:30](=[O:33])[NH:29][C:28]=4[CH:37]=3)[C:19]([F:22])([F:21])[F:20])=[C:13]([Cl:39])[CH:12]=2)=[CH:7][C:6]=1[F:40])=[O:4]. (4) Given the reactants Br[C:2]1[C:15]([CH3:16])=[CH:14][C:5]([O:6][Si:7]([C:10]([CH3:13])([CH3:12])[CH3:11])([CH3:9])[CH3:8])=[CH:4][C:3]=1[CH3:17].CCCCCC.C([Li])CCC.[B:29](OC(C)C)([O:34]C(C)C)[O:30]C(C)C.Cl, predict the reaction product. The product is: [Si:7]([O:6][C:5]1[CH:14]=[C:15]([CH3:16])[C:2]([B:29]([OH:34])[OH:30])=[C:3]([CH3:17])[CH:4]=1)([C:10]([CH3:13])([CH3:12])[CH3:11])([CH3:9])[CH3:8]. (5) Given the reactants [OH:1][CH:2]([CH2:16][CH2:17][S:18][CH3:19])[C:3]([O:5][CH2:6][CH2:7][CH2:8][CH2:9][CH2:10][CH2:11][CH2:12][CH2:13][CH2:14][CH3:15])=[O:4].C1C=C(Cl)C=C(C(OO)=[O:28])C=1, predict the reaction product. The product is: [OH:1][CH:2]([CH2:16][CH2:17][S:18]([CH3:19])=[O:28])[C:3]([O:5][CH2:6][CH2:7][CH2:8][CH2:9][CH2:10][CH2:11][CH2:12][CH2:13][CH2:14][CH3:15])=[O:4].